From a dataset of Peptide-MHC class II binding affinity with 134,281 pairs from IEDB. Regression. Given a peptide amino acid sequence and an MHC pseudo amino acid sequence, predict their binding affinity value. This is MHC class II binding data. (1) The peptide sequence is VRFQEAANKQKQELD. The MHC is HLA-DQA10501-DQB10301 with pseudo-sequence HLA-DQA10501-DQB10301. The binding affinity (normalized) is 0.0255. (2) The peptide sequence is SGREVIDAMCHATLT. The binding affinity (normalized) is 0.215. The MHC is DRB3_0202 with pseudo-sequence DRB3_0202. (3) The peptide sequence is LEVTEVFNFSQDDLL. The MHC is HLA-DQA10101-DQB10501 with pseudo-sequence HLA-DQA10101-DQB10501. The binding affinity (normalized) is 0.353.